This data is from Catalyst prediction with 721,799 reactions and 888 catalyst types from USPTO. The task is: Predict which catalyst facilitates the given reaction. (1) Reactant: [Br:1][C:2]1[CH:3]=[C:4]2[C:9](=[CH:10][CH:11]=1)[N:8]=[C:7](Cl)[C:6]([CH2:13][C:14]1[CH:21]=[CH:20][C:17]([C:18]#[N:19])=[CH:16][CH:15]=1)=[C:5]2[Cl:22].[CH3:23][O-:24].[Na+]. Product: [Br:1][C:2]1[CH:3]=[C:4]2[C:9](=[CH:10][CH:11]=1)[N:8]=[C:7]([O:24][CH3:23])[C:6]([CH2:13][C:14]1[CH:21]=[CH:20][C:17]([C:18]#[N:19])=[CH:16][CH:15]=1)=[C:5]2[Cl:22]. The catalyst class is: 11. (2) Reactant: [CH2:1]([O:8][C:9]([NH:11][C@@H:12]([CH2:16][S:17][CH2:18][C@H:19]([O:35][C:36](=[O:48])[NH:37][CH2:38][CH2:39][CH2:40][CH2:41][CH2:42][CH2:43][CH2:44][CH2:45][CH2:46][CH3:47])[CH2:20][O:21][C:22](=[O:34])[NH:23][CH2:24][CH2:25][CH2:26][CH2:27][CH2:28][CH2:29][CH2:30][CH2:31][CH2:32][CH3:33])[C:13](O)=[O:14])=[O:10])[C:2]1[CH:7]=[CH:6][CH:5]=[CH:4][CH:3]=1.CN(C(ON1N=NC2C=CC=CC1=2)=[N+](C)C)C.F[P-](F)(F)(F)(F)F.CCN(C(C)C)C(C)C.[NH2:82][CH2:83][CH2:84][O:85][CH2:86][CH2:87][O:88][CH2:89][CH2:90][O:91][CH2:92][CH2:93][P:94](=[O:101])([O:98][CH2:99][CH3:100])[O:95][CH2:96][CH3:97]. Product: [CH2:99]([O:98][P:94]([CH2:93][CH2:92][O:91][CH2:90][CH2:89][O:88][CH2:87][CH2:86][O:85][CH2:84][CH2:83][NH:82][C:13](=[O:14])[C@@H:12]([NH:11][C:9]([O:8][CH2:1][C:2]1[CH:7]=[CH:6][CH:5]=[CH:4][CH:3]=1)=[O:10])[CH2:16][S:17][CH2:18][C@H:19]([O:35][C:36](=[O:48])[NH:37][CH2:38][CH2:39][CH2:40][CH2:41][CH2:42][CH2:43][CH2:44][CH2:45][CH2:46][CH3:47])[CH2:20][O:21][C:22](=[O:34])[NH:23][CH2:24][CH2:25][CH2:26][CH2:27][CH2:28][CH2:29][CH2:30][CH2:31][CH2:32][CH3:33])(=[O:101])[O:95][CH2:96][CH3:97])[CH3:100]. The catalyst class is: 2. (3) Reactant: Br[CH2:2][C:3]([NH:5][CH2:6][C:7]1[CH:12]=[C:11]([Cl:13])[CH:10]=[CH:9][C:8]=1[N:14]1[CH:18]=[N:17][N:16]=[N:15]1)=[O:4].[CH:19]1([NH2:22])[CH2:21][CH2:20]1. Product: [Cl:13][C:11]1[CH:10]=[CH:9][C:8]([N:14]2[CH:18]=[N:17][N:16]=[N:15]2)=[C:7]([CH:12]=1)[CH2:6][NH:5][C:3](=[O:4])[CH2:2][NH:22][CH:19]1[CH2:21][CH2:20]1. The catalyst class is: 2. (4) Reactant: C([N:8]1[CH2:12][C@H:11]([C:13]2[CH:18]=[CH:17][C:16]([Cl:19])=[C:15]([Cl:20])[CH:14]=2)[C@@H:10]([C:21]([O:23][CH3:24])=[O:22])[CH2:9]1)C1C=CC=CC=1.CC(Cl)OC(Cl)=O. Product: [ClH:19].[Cl:20][C:15]1[CH:14]=[C:13]([C@H:11]2[CH2:12][NH:8][CH2:9][C@@H:10]2[C:21]([O:23][CH3:24])=[O:22])[CH:18]=[CH:17][C:16]=1[Cl:19]. The catalyst class is: 10.